This data is from Catalyst prediction with 721,799 reactions and 888 catalyst types from USPTO. The task is: Predict which catalyst facilitates the given reaction. (1) Reactant: [CH3:1][NH:2][CH3:3].Cl[CH2:5][C:6]([NH:8][C:9]1[CH:22]=[CH:21][C:20]2[NH:19][C:18](=[O:23])[C:17]3[C:12](=[CH:13][CH:14]=[CH:15][CH:16]=3)[C:11]=2[CH:10]=1)=[O:7].P([O-])([O-])([O-])=O.[K+].[K+].[K+]. Product: [O:23]=[C:18]1[C:17]2[C:12](=[CH:13][CH:14]=[CH:15][CH:16]=2)[C:11]2[CH:10]=[C:9]([NH:8][C:6](=[O:7])[CH2:5][N:2]([CH3:3])[CH3:1])[CH:22]=[CH:21][C:20]=2[NH:19]1. The catalyst class is: 9. (2) Reactant: [N:1]1[CH:6]=[CH:5][CH:4]=[CH:3][C:2]=1[CH:7]([CH3:13])[C:8]([O:10][CH2:11][CH3:12])=[O:9].C1C=C(Cl)C=C(C(OO)=[O:22])C=1. Product: [O-:22][N+:1]1[CH:6]=[CH:5][CH:4]=[CH:3][C:2]=1[CH:7]([CH3:13])[C:8]([O:10][CH2:11][CH3:12])=[O:9]. The catalyst class is: 4.